Dataset: Forward reaction prediction with 1.9M reactions from USPTO patents (1976-2016). Task: Predict the product of the given reaction. (1) Given the reactants [CH:1]1([CH2:4][C:5]([NH:7][NH:8][C:9]2[C:14]([CH3:15])=[C:13]([N:16]3[CH2:21][CH2:20][CH:19]([C:22]4[CH:27]=[CH:26][CH:25]=[CH:24][CH:23]=4)[CH2:18][CH2:17]3)[N:12]=[CH:11][N:10]=2)=O)[CH2:3][CH2:2]1.CC[N+](S(N=C(OC)[O-])(=O)=O)(CC)CC, predict the reaction product. The product is: [CH:1]1([CH2:4][C:5]2[N:10]3[CH:11]=[N:12][C:13]([N:16]4[CH2:21][CH2:20][CH:19]([C:22]5[CH:27]=[CH:26][CH:25]=[CH:24][CH:23]=5)[CH2:18][CH2:17]4)=[C:14]([CH3:15])[C:9]3=[N:8][N:7]=2)[CH2:3][CH2:2]1. (2) Given the reactants [F:1][C:2]1[CH:3]=[CH:4][C:5]([CH3:9])=[C:6]([CH:8]=1)[NH2:7].Br.Br[CH:12]([C:14]1[CH:15]=[C:16]([C:31]([N:33]([CH3:35])[CH3:34])=[O:32])[CH:17]=[C:18]2[C:23]=1[O:22][C:21]([N:24]1[CH2:29][CH2:28][O:27][CH2:26][CH2:25]1)=[CH:20][C:19]2=[O:30])[CH3:13], predict the reaction product. The product is: [F:1][C:2]1[CH:3]=[CH:4][C:5]([CH3:9])=[C:6]([NH:7][CH:12]([C:14]2[CH:15]=[C:16]([C:31]([N:33]([CH3:35])[CH3:34])=[O:32])[CH:17]=[C:18]3[C:23]=2[O:22][C:21]([N:24]2[CH2:29][CH2:28][O:27][CH2:26][CH2:25]2)=[CH:20][C:19]3=[O:30])[CH3:13])[CH:8]=1. (3) Given the reactants [NH2:1][C:2]([NH:4][C:5]1[CH:9]=[CH:8][S:7][C:6]=1[C:10]([O:12]C)=O)=[O:3].C[Al](C)C.[NH2:18][C@H:19]1[CH2:25][CH2:24][CH2:23][CH2:22][N:21]([C:26]([O:28][C:29]([CH3:32])([CH3:31])[CH3:30])=[O:27])[CH2:20]1.C([O-])(=O)C(C(C([O-])=O)O)O.[K+].[K+], predict the reaction product. The product is: [NH2:1][C:2]([NH:4][C:5]1[CH:9]=[CH:8][S:7][C:6]=1[C:10]([NH:18][C@H:19]1[CH2:25][CH2:24][CH2:23][CH2:22][N:21]([C:26]([O:28][C:29]([CH3:32])([CH3:31])[CH3:30])=[O:27])[CH2:20]1)=[O:12])=[O:3]. (4) Given the reactants Cl.[NH:2]1[CH2:6][CH2:5][C@H:4]([N:7]2[C:11]3=[C:12]4[S:18][CH:17]=[CH:16][C:13]4=[N:14][CH:15]=[C:10]3[N:9]=[C:8]2[C@H:19]([OH:21])[CH3:20])[CH2:3]1.C(N(CC)C(C)C)(C)C.[C:31](#[N:35])[CH2:32][CH2:33][CH3:34], predict the reaction product. The product is: [OH:21][C@@H:19]([C:8]1[N:7]([C@H:4]2[CH2:5][CH2:6][N:2]([CH2:34][CH2:33][CH2:32][C:31]#[N:35])[CH2:3]2)[C:11]2=[C:12]3[S:18][CH:17]=[CH:16][C:13]3=[N:14][CH:15]=[C:10]2[N:9]=1)[CH3:20]. (5) Given the reactants [Cl:1][C:2]1[CH:7]=[CH:6][CH:5]=[CH:4][C:3]=1[CH:8]([C:19]1[CH:28]=[CH:27][C:22]([C:23]([O:25][CH3:26])=[O:24])=[C:21]([F:29])[CH:20]=1)[CH2:9][C:10](=[O:18])[C:11]1[CH:16]=[CH:15][C:14](=[O:17])[NH:13][CH:12]=1.IC.[C:32](=O)([O-])[O-].[K+].[K+], predict the reaction product. The product is: [Cl:1][C:2]1[CH:7]=[CH:6][CH:5]=[CH:4][C:3]=1[CH:8]([C:19]1[CH:28]=[CH:27][C:22]([C:23]([O:25][CH3:26])=[O:24])=[C:21]([F:29])[CH:20]=1)[CH2:9][C:10]([C:11]1[CH:16]=[CH:15][C:14](=[O:17])[N:13]([CH3:32])[CH:12]=1)=[O:18]. (6) The product is: [NH:37]1[C:33]([C:28]2[CH:29]=[CH:30][CH:31]=[CH:32][C:27]=2[C:23]2[CH:22]=[C:21]3[C:26](=[CH:25][CH:24]=2)[C@@H:18]([N:17]2[C:6]4=[N:7][C:8]([C@@H:65]([O:64][CH3:63])[CH:61]([CH3:62])[CH3:59])=[CH:9][C:10]([CH3:11])=[C:5]4[N:4]=[C:3]2[CH2:1][CH3:2])[CH2:19][CH2:20]3)=[N:34][N:35]=[N:36]1. Given the reactants [CH2:1]([C:3]1[N:17]([C@@H:18]2[C:26]3[C:21](=[CH:22][C:23]([C:27]4[CH:32]=[CH:31][CH:30]=[CH:29][C:28]=4[C:33]4[N:37](C(C5C=CC=CC=5)(C5C=CC=CC=5)C5C=CC=CC=5)[N:36]=[N:35][N:34]=4)=[CH:24][CH:25]=3)[CH2:20][CH2:19]2)[C:6]2=[N:7][C:8]([C@@H](O)C(C)C)=[CH:9][C:10]([CH3:11])=[C:5]2[N:4]=1)[CH3:2].[H-].[Na+].[CH3:59]I.[CH2:61]1[CH2:65][O:64][CH2:63][CH2:62]1, predict the reaction product.